Predict the reactants needed to synthesize the given product. From a dataset of Full USPTO retrosynthesis dataset with 1.9M reactions from patents (1976-2016). (1) Given the product [O:40]=[C:32]1[CH:31]([CH2:41][C:42]([OH:44])=[O:43])[CH2:30][C:29]2[CH:46]=[CH:47][C:26]([O:1][CH2:2][CH2:3][CH2:4][NH:5][C:6]3[CH:11]=[CH:10][CH:9]=[CH:8][N:7]=3)=[CH:27][C:28]=2[CH2:34][N:33]1[CH2:35][C:36]([F:38])([F:37])[F:39], predict the reactants needed to synthesize it. The reactants are: [OH:1][CH2:2][CH2:3][CH2:4][NH:5][C:6]1[CH:11]=[CH:10][CH:9]=[CH:8][N+:7]=1[O-].N(C(OCC)=O)=NC(OCC)=O.O[C:26]1[CH:47]=[CH:46][C:29]2[CH2:30][CH:31]([CH2:41][C:42]([O:44]C)=[O:43])[C:32](=[O:40])[N:33]([CH2:35][C:36]([F:39])([F:38])[F:37])[CH2:34][C:28]=2[CH:27]=1.C1(P(C2C=CC=CC=2)C2C=CC=CC=2)C=CC=CC=1. (2) Given the product [BrH:11].[C:14]([C:13]1[N:1]=[C:2]2[CH:10]=[CH:9][C:5]([C:6]([OH:8])=[O:7])=[CH:4][N:3]2[CH:12]=1)(=[O:15])[C:16]1[CH:21]=[CH:20][CH:19]=[CH:18][CH:17]=1, predict the reactants needed to synthesize it. The reactants are: [NH2:1][C:2]1[CH:10]=[CH:9][C:5]([C:6]([OH:8])=[O:7])=[CH:4][N:3]=1.[Br:11][CH2:12][C:13](=O)[C:14]([C:16]1[CH:21]=[CH:20][CH:19]=[CH:18][CH:17]=1)=[O:15]. (3) Given the product [CH:1]([S:4]([CH2:5][CH:6]1[CH2:11][CH:10]([C:12]2[CH:13]=[CH:14][C:15]([C:18]([F:19])([F:20])[F:21])=[CH:16][CH:17]=2)[CH2:9][N:8]([C:22]([N:24]2[CH2:29][CH2:28][O:27][CH2:26][CH2:25]2)=[O:23])[CH2:7]1)=[O:35])([CH3:3])[CH3:2], predict the reactants needed to synthesize it. The reactants are: [CH:1]([S:4][CH2:5][CH:6]1[CH2:11][CH:10]([C:12]2[CH:17]=[CH:16][C:15]([C:18]([F:21])([F:20])[F:19])=[CH:14][CH:13]=2)[CH2:9][N:8]([C:22]([N:24]2[CH2:29][CH2:28][O:27][CH2:26][CH2:25]2)=[O:23])[CH2:7]1)([CH3:3])[CH3:2].ClC1C=C(C=CC=1)C(OO)=[O:35]. (4) Given the product [CH3:13][O:14][C:15]1[CH:16]=[C:17]([N:18]2[CH2:6][CH2:7][CH:5]([C:8]([OH:9])=[O:10])[C:4]2=[O:11])[CH:19]=[CH:20][CH:21]=1, predict the reactants needed to synthesize it. The reactants are: CC1(C)[O:9][C:8](=[O:10])[C:5]2([CH2:7][CH2:6]2)[C:4](=[O:11])O1.[CH3:13][O:14][C:15]1[CH:16]=[C:17]([CH:19]=[CH:20][CH:21]=1)[NH2:18]. (5) The reactants are: Cl[CH:2]([O:4][C:5]([N:7]1[CH2:12][CH2:11][S:10](=[O:14])(=[O:13])[CH2:9][CH2:8]1)=[O:6])[CH3:3].[Cl:15][C:16]1[C:17]([F:56])=[C:18]([C@@H:22]2[C@:26]([C:29]3[CH:34]=[CH:33][C:32]([Cl:35])=[CH:31][C:30]=3[F:36])([C:27]#[N:28])[C@H:25]([CH2:37][C:38]([CH3:41])([CH3:40])[CH3:39])[NH:24][C@H:23]2[C:42]([NH:44][C:45]2[CH:53]=[CH:52][C:48]([C:49]([OH:51])=[O:50])=[CH:47][C:46]=2[O:54][CH3:55])=[O:43])[CH:19]=[CH:20][CH:21]=1.C(=O)([O-])[O-].[Cs+].[Cs+]. Given the product [Cl:35][C:32]1[CH:33]=[CH:34][C:29]([C@@:26]2([C:27]#[N:28])[C@H:25]([CH2:37][C:38]([CH3:41])([CH3:40])[CH3:39])[NH:24][C@@H:23]([C:42]([NH:44][C:45]3[CH:53]=[CH:52][C:48]([C:49]([O:51][CH:2]([O:4][C:5]([N:7]4[CH2:12][CH2:11][S:10](=[O:14])(=[O:13])[CH2:9][CH2:8]4)=[O:6])[CH3:3])=[O:50])=[CH:47][C:46]=3[O:54][CH3:55])=[O:43])[C@@H:22]2[C:18]2[CH:19]=[CH:20][CH:21]=[C:16]([Cl:15])[C:17]=2[F:56])=[C:30]([F:36])[CH:31]=1, predict the reactants needed to synthesize it. (6) Given the product [CH:30]([O:29][C:5]1[CH:4]=[C:3]([CH3:33])[C:2]([C:42]2[CH:43]=[N:44][N:45]([CH2:47][CH2:48][N:49]3[CH2:54][CH2:53][O:52][CH2:51][CH2:50]3)[CH:46]=2)=[CH:7][C:6]=1[NH:8][C:9]1[N:14]=[C:13]([NH:15][C:16]2[CH:21]=[CH:20][CH:19]=[CH:18][C:17]=2[S:22]([CH:25]([CH3:27])[CH3:26])(=[O:24])=[O:23])[C:12]([CH3:28])=[CH:11][N:10]=1)([CH3:32])[CH3:31], predict the reactants needed to synthesize it. The reactants are: Br[C:2]1[C:3]([CH3:33])=[CH:4][C:5]([O:29][CH:30]([CH3:32])[CH3:31])=[C:6]([NH:8][C:9]2[N:14]=[C:13]([NH:15][C:16]3[CH:21]=[CH:20][CH:19]=[CH:18][C:17]=3[S:22]([CH:25]([CH3:27])[CH3:26])(=[O:24])=[O:23])[C:12]([CH3:28])=[CH:11][N:10]=2)[CH:7]=1.CC1(C)C(C)(C)OB([C:42]2[CH:43]=[N:44][N:45]([CH2:47][CH2:48][N:49]3[CH2:54][CH2:53][O:52][CH2:51][CH2:50]3)[CH:46]=2)O1.[O-]P([O-])([O-])=O.[K+].[K+].[K+].C1(P(C2CCCCC2)C2CCCCC2)CCCCC1. (7) The reactants are: [F:1][C:2]1[CH:25]=[CH:24][C:5]([O:6][CH2:7][C:8]2[N:9]=[C:10]3[S:17][C:16]([CH3:18])=[C:15]([CH2:19][C:20](OC)=[O:21])[N:11]3[C:12](=[O:14])[CH:13]=2)=[CH:4][CH:3]=1.[CH3:26][NH2:27]. Given the product [F:1][C:2]1[CH:3]=[CH:4][C:5]([O:6][CH2:7][C:8]2[N:9]=[C:10]3[S:17][C:16]([CH3:18])=[C:15]([CH2:19][C:20]([NH:27][CH3:26])=[O:21])[N:11]3[C:12](=[O:14])[CH:13]=2)=[CH:24][CH:25]=1, predict the reactants needed to synthesize it. (8) Given the product [OH:20][C:12]1[C:11]([CH3:10])=[C:17]([CH3:5])[C:15]([OH:16])=[C:14]([CH3:18])[C:13]=1[CH:19]([C:33]1[CH:34]=[CH:35][CH:36]=[CH:37][CH:38]=1)[CH2:28][CH2:29][C:30]([OH:32])=[O:31], predict the reactants needed to synthesize it. The reactants are: B(F)(F)F.[CH3:5]COCC.[CH3:10][C:11]1[C:12]([OH:20])=[C:13]([CH3:19])[C:14]([CH3:18])=[C:15]([CH:17]=1)[OH:16].C1(C2[O:32][C:30](=[O:31])[CH2:29][CH2:28]2)C=CC=CC=1.[C:33]1(C)[CH:38]=[CH:37][CH:36]=[CH:35][CH:34]=1. (9) Given the product [OH:44][C@H:42]([CH3:43])[C@H:37]([NH:36][C:32](=[O:34])[CH2:31][N:28]1[CH2:27][CH2:26][O:25][CH2:30][CH2:29]1)[C:38]([O:40][CH3:41])=[O:39], predict the reactants needed to synthesize it. The reactants are: CN(C(ON1N=NC2C=CC=NC1=2)=[N+](C)C)C.F[P-](F)(F)(F)(F)F.[O:25]1[CH2:30][CH2:29][N:28]([CH2:31][C:32]([OH:34])=O)[CH2:27][CH2:26]1.Cl.[NH2:36][C@@H:37]([C@H:42]([OH:44])[CH3:43])[C:38]([O:40][CH3:41])=[O:39].CN1CCOCC1. (10) Given the product [ClH:11].[Cl:11][C:12]1[CH:17]=[CH:16][C:15]([O:18][C:19]2[CH:25]=[CH:24][C:22]([NH:23][CH:4]3[CH:5]4[CH2:8][CH2:9][N:2]([CH2:7][CH2:6]4)[CH2:3]3)=[CH:21][CH:20]=2)=[CH:14][CH:13]=1, predict the reactants needed to synthesize it. The reactants are: Cl.[N:2]12[CH2:9][CH2:8][CH:5]([CH2:6][CH2:7]1)[C:4](=O)[CH2:3]2.[Cl:11][C:12]1[CH:17]=[CH:16][C:15]([O:18][C:19]2[CH:25]=[CH:24][C:22]([NH2:23])=[CH:21][CH:20]=2)=[CH:14][CH:13]=1.O1CCOCC1.Cl.